Predict the product of the given reaction. From a dataset of Forward reaction prediction with 1.9M reactions from USPTO patents (1976-2016). Given the reactants [CH3:1][O:2][C:3]1[CH:15]=[CH:14][C:6]([CH2:7][CH:8]2[CH2:13][CH2:12][CH2:11][NH:10][CH2:9]2)=[CH:5][CH:4]=1.[F:16][C:17]([F:22])([F:21])[C@@H:18]1[CH2:20][O:19]1, predict the reaction product. The product is: [F:16][C:17]([F:22])([F:21])[C@@H:18]([OH:19])[CH2:20][N:10]1[CH2:11][CH2:12][CH2:13][CH:8]([CH2:7][C:6]2[CH:5]=[CH:4][C:3]([O:2][CH3:1])=[CH:15][CH:14]=2)[CH2:9]1.